Dataset: hERG Central: cardiac toxicity at 1µM, 10µM, and general inhibition. Task: Predict hERG channel inhibition at various concentrations. (1) Results: hERG_inhib (hERG inhibition (general)): blocker. The molecule is CCn1c(N2CCN(C(=S)Nc3ccc(OC)cc3)CC2)nc2ccccc21. (2) The compound is c1ccc(CN2CCN(C(c3ccccc3)c3nnnn3Cc3ccccc3)CC2)cc1. Results: hERG_inhib (hERG inhibition (general)): blocker. (3) The molecule is NC(=O)c1ccccc1NC(=O)CN1CCN(Cc2ccc(Cl)cc2Cl)CC1. Results: hERG_inhib (hERG inhibition (general)): blocker. (4) The drug is Cc1oc(-c2ccccc2F)nc1CN1CCC(C(=O)NC2CCCc3ccccc32)CC1. Results: hERG_inhib (hERG inhibition (general)): blocker. (5) Results: hERG_inhib (hERG inhibition (general)): blocker. The compound is O=[N+]([O-])c1ccc(N2CCN(C(=S)NC3CCCCC3)CC2)cc1.